Dataset: Forward reaction prediction with 1.9M reactions from USPTO patents (1976-2016). Task: Predict the product of the given reaction. (1) Given the reactants [CH2:1]([C:8]1([CH3:15])[S:12][C:11](=[O:13])[CH:10]=[C:9]1[OH:14])[C:2]1[CH:7]=[CH:6][CH:5]=[CH:4][CH:3]=1.S(OC)(O[CH3:20])(=O)=O, predict the reaction product. The product is: [CH2:1]([C:8]1([CH3:15])[S:12][C:11](=[O:13])[CH:10]=[C:9]1[O:14][CH3:20])[C:2]1[CH:3]=[CH:4][CH:5]=[CH:6][CH:7]=1. (2) Given the reactants [F:1][C:2]([F:34])([F:33])[C:3]1[CH:4]=[C:5]([CH:26]=[C:27]([C:29]([F:32])([F:31])[F:30])[CH:28]=1)[CH2:6][N:7]([CH3:25])[C:8](=[O:24])[C:9]1[C:14]([C:15]2[CH:20]=[CH:19][CH:18]=[CH:17][C:16]=2[CH3:21])=[CH:13][C:12]([CH2:22][OH:23])=[N:11][CH:10]=1.O[C:36]1[CH:37]=[C:38]([C:42]([F:45])([F:44])[F:43])[CH:39]=[CH:40][CH:41]=1.C1(P(C2C=CC=CC=2)C2C=CC=CC=2)C=CC=CC=1.N(C(OCC)=O)=NC(OCC)=O, predict the reaction product. The product is: [F:31][C:29]([F:32])([F:30])[C:27]1[CH:26]=[C:5]([CH:4]=[C:3]([C:2]([F:33])([F:1])[F:34])[CH:28]=1)[CH2:6][N:7]([CH3:25])[C:8](=[O:24])[C:9]1[C:14]([C:15]2[CH:20]=[CH:19][CH:18]=[CH:17][C:16]=2[CH3:21])=[CH:13][C:12]([CH2:22][O:23][C:36]2[CH:41]=[CH:40][CH:39]=[C:38]([C:42]([F:45])([F:44])[F:43])[CH:37]=2)=[N:11][CH:10]=1. (3) Given the reactants [CH3:1][C:2]1([CH3:32])[CH2:11][C:10]2[C:5](=[CH:6][CH:7]=[C:8]([C:12]([O:14]C)=[O:13])[CH:9]=2)[NH:4][CH:3]1[C:16]1[CH:21]=[CH:20][CH:19]=[C:18]([S:22](=[O:31])(=[O:30])[NH:23][CH:24]2[CH2:28][CH2:27][N:26]([CH3:29])[CH2:25]2)[CH:17]=1.[OH-].[Na+], predict the reaction product. The product is: [CH3:1][C:2]1([CH3:32])[CH2:11][C:10]2[C:5](=[CH:6][CH:7]=[C:8]([C:12]([OH:14])=[O:13])[CH:9]=2)[NH:4][CH:3]1[C:16]1[CH:21]=[CH:20][CH:19]=[C:18]([S:22](=[O:31])(=[O:30])[NH:23][CH:24]2[CH2:28][CH2:27][N:26]([CH3:29])[CH2:25]2)[CH:17]=1. (4) Given the reactants [OH:1][C@H:2]1[CH2:7][N:6]([C:8]([O:10][C:11]([CH3:14])([CH3:13])[CH3:12])=[O:9])[C@H:5]([CH3:15])[CH2:4][CH2:3]1.[H-].[Na+].F[C:19]1[CH:24]=[C:23]([O:25][CH2:26][C:27]2[CH:32]=[CH:31][C:30]([O:33][CH3:34])=[CH:29][CH:28]=2)[CH:22]=[CH:21][N:20]=1, predict the reaction product. The product is: [CH3:34][O:33][C:30]1[CH:29]=[CH:28][C:27]([CH2:26][O:25][C:23]2[CH:24]=[CH:19][N:20]=[C:21]([O:1][C@H:2]3[CH2:7][N:6]([C:8]([O:10][C:11]([CH3:14])([CH3:13])[CH3:12])=[O:9])[C@H:5]([CH3:15])[CH2:4][CH2:3]3)[CH:22]=2)=[CH:32][CH:31]=1. (5) Given the reactants [O:1]=[C:2]1[CH:7]([C:8]([O:10][CH2:11][CH3:12])=[O:9])[CH2:6][CH2:5][N:4]([C:13]([O:15][C:16]([CH3:19])([CH3:18])[CH3:17])=[O:14])[CH2:3]1.[Si](C=[N+]=[N-])(C)(C)[CH3:21], predict the reaction product. The product is: [CH3:21][O:1][C:2]1[CH2:3][N:4]([C:13]([O:15][C:16]([CH3:18])([CH3:17])[CH3:19])=[O:14])[CH2:5][CH2:6][C:7]=1[C:8]([O:10][CH2:11][CH3:12])=[O:9]. (6) The product is: [O:23]([CH2:22][CH2:21][NH:20][CH3:19])[Si:5]([C:1]([CH3:4])([CH3:3])[CH3:2])([C:12]1[CH:17]=[CH:16][CH:15]=[CH:14][CH:13]=1)[C:6]1[CH:11]=[CH:10][CH:9]=[CH:8][CH:7]=1. Given the reactants [C:1]([Si:5](Cl)([C:12]1[CH:17]=[CH:16][CH:15]=[CH:14][CH:13]=1)[C:6]1[CH:11]=[CH:10][CH:9]=[CH:8][CH:7]=1)([CH3:4])([CH3:3])[CH3:2].[CH3:19][NH:20][CH2:21][CH2:22][OH:23].N1C=CN=C1, predict the reaction product. (7) The product is: [Cl:8][C:5]1[N:6]=[CH:7][C:2]([S:15]([N:43]2[CH2:44][CH2:45][N:40]([C:37]3[CH:36]=[CH:35][C:34]([C:28]([OH:33])([C:29]([F:30])([F:31])[F:32])[C:27]([F:50])([F:26])[F:49])=[CH:39][CH:38]=3)[CH:41]([C:46]#[C:47][CH3:48])[CH2:42]2)(=[O:17])=[O:16])=[CH:3][C:4]=1[F:9]. Given the reactants Br[C:2]1[CH:3]=[C:4]([F:9])[C:5]([Cl:8])=[N:6][CH:7]=1.[Li]CCCC.[S:15](=[O:17])=[O:16].C1C(=O)N(Cl)C(=O)C1.[F:26][C:27]([F:50])([F:49])[C:28]([C:34]1[CH:39]=[CH:38][C:37]([N:40]2[CH2:45][CH2:44][NH:43][CH2:42][CH:41]2[C:46]#[C:47][CH3:48])=[CH:36][CH:35]=1)([OH:33])[C:29]([F:32])([F:31])[F:30].C(N(CC)CC)C, predict the reaction product. (8) Given the reactants C[O:2][C:3]([C@@H:5]1[CH2:9][C@@H:8]([S:10]([C:13]2[CH:18]=[CH:17][CH:16]=[CH:15][C:14]=2[C:19]([F:22])([F:21])[F:20])(=[O:12])=[O:11])[CH2:7][N:6]1[C:23]1[S:24][C:25]([C:28]([F:31])([F:30])[F:29])=[N:26][N:27]=1)=[O:4].[OH-].[Li+], predict the reaction product. The product is: [F:22][C:19]([F:20])([F:21])[C:14]1[CH:15]=[CH:16][CH:17]=[CH:18][C:13]=1[S:10]([C@H:8]1[CH2:7][N:6]([C:23]2[S:24][C:25]([C:28]([F:31])([F:29])[F:30])=[N:26][N:27]=2)[C@H:5]([C:3]([OH:4])=[O:2])[CH2:9]1)(=[O:12])=[O:11]. (9) Given the reactants [CH3:1][Mg]Br.[CH2:4]([C@:11]12[CH2:26][CH2:25][C:24](=[O:27])[CH2:23][C@H:12]1[CH2:13][CH2:14][CH2:15][C:16]1[CH:21]=[C:20]([OH:22])[CH:19]=[CH:18][C:17]=12)[C:5]1[CH:10]=[CH:9][CH:8]=[CH:7][CH:6]=1.[CH2:28]([C@@:35]12[CH2:50][CH2:49][C:48](=[O:51])[CH2:47][C@@H:36]1[CH2:37][CH2:38][CH2:39][C:40]1[CH:45]=[C:44]([OH:46])[CH:43]=[CH:42][C:41]=12)[C:29]1[CH:34]=[CH:33][CH:32]=[CH:31][CH:30]=1.O, predict the reaction product. The product is: [CH2:4]([C@:11]12[CH2:26][CH2:25][C@:24]([CH3:28])([OH:27])[CH2:23][C@H:12]1[CH2:13][CH2:14][CH2:15][C:16]1[CH:21]=[C:20]([OH:22])[CH:19]=[CH:18][C:17]=12)[C:5]1[CH:6]=[CH:7][CH:8]=[CH:9][CH:10]=1.[CH2:28]([C@@:35]12[CH2:50][CH2:49][C@@:48]([CH3:1])([OH:51])[CH2:47][C@@H:36]1[CH2:37][CH2:38][CH2:39][C:40]1[CH:45]=[C:44]([OH:46])[CH:43]=[CH:42][C:41]=12)[C:29]1[CH:30]=[CH:31][CH:32]=[CH:33][CH:34]=1. (10) Given the reactants [O:1]=[C:2]1[CH2:6][CH2:5][CH:4]([C:7]([O:9][CH2:10][CH3:11])=[O:8])[CH2:3]1.[BH4-].[Na+].O, predict the reaction product. The product is: [CH2:10]([O:9][C:7]([CH:4]1[CH2:5][CH2:6][CH:2]([OH:1])[CH2:3]1)=[O:8])[CH3:11].